From a dataset of Forward reaction prediction with 1.9M reactions from USPTO patents (1976-2016). Predict the product of the given reaction. (1) Given the reactants C(O[C:6](=O)[N:7]([CH2:9][C:10]1[CH:15]=[C:14]([O:16][C:17]2[C:18]([F:39])=[C:19]3[C:23](=[CH:24][CH:25]=2)[N:22]([C:26](=[O:37])[NH:27][C:28]2[CH:32]=[C:31]([C:33]([CH3:36])([CH3:35])[CH3:34])[O:30][N:29]=2)[C:21]([CH3:38])=[CH:20]3)[N:13]=[CH:12][N:11]=1)C)(C)(C)C.C(O)(C(F)(F)F)=O, predict the reaction product. The product is: [C:33]([C:31]1[O:30][N:29]=[C:28]([NH:27][C:26]([N:22]2[C:23]3[C:19](=[C:18]([F:39])[C:17]([O:16][C:14]4[CH:15]=[C:10]([CH2:9][NH:7][CH3:6])[N:11]=[CH:12][N:13]=4)=[CH:25][CH:24]=3)[CH:20]=[C:21]2[CH3:38])=[O:37])[CH:32]=1)([CH3:36])([CH3:35])[CH3:34]. (2) Given the reactants [CH2:1]1[C:5]2([CH2:10][CH2:9][C:8]([C:11]#N)=[CH:7][CH2:6]2)[CH2:4][CH2:3][CH2:2]1.S(=O)(=O)(O)O.[OH2:18].[CH2:19]([OH:21])[CH3:20], predict the reaction product. The product is: [CH2:19]([O:21][C:11]([C:8]1[CH2:9][CH2:10][C:5]2([CH2:4][CH2:3][CH2:2][CH2:1]2)[CH2:6][CH:7]=1)=[O:18])[CH3:20]. (3) Given the reactants I[C:2]1[CH:3]=[C:4]2[C:9](=[C:10]([C:12]3[C:21]4[C:16](=[CH:17][CH:18]=[CH:19][CH:20]=4)[CH:15]=[CH:14][CH:13]=3)[CH:11]=1)[NH:8][C:7](=[O:22])[CH:6]=[CH:5]2.[CH3:23][O:24][C:25]1[CH:26]=[C:27](B(O)O)[CH:28]=[CH:29][CH:30]=1.C([O-])([O-])=O.[K+].[K+], predict the reaction product. The product is: [CH3:23][O:24][C:25]1[CH:30]=[C:29]([C:2]2[CH:3]=[C:4]3[C:9](=[C:10]([C:12]4[C:21]5[C:16](=[CH:17][CH:18]=[CH:19][CH:20]=5)[CH:15]=[CH:14][CH:13]=4)[CH:11]=2)[NH:8][C:7](=[O:22])[CH:6]=[CH:5]3)[CH:28]=[CH:27][CH:26]=1. (4) Given the reactants [Cl:1][C:2]1[CH:3]=[C:4]([C:8]2[C:12]([CH2:13][O:14][C:15]3[CH:23]=[CH:22][C:18]([C:19]([OH:21])=O)=[CH:17][N:16]=3)=[C:11]([CH3:24])[O:10][N:9]=2)[CH:5]=[CH:6][CH:7]=1.[NH:25]1[CH2:30][CH2:29][S:28](=[O:32])(=[O:31])[CH2:27][CH2:26]1, predict the reaction product. The product is: [Cl:1][C:2]1[CH:3]=[C:4]([C:8]2[C:12]([CH2:13][O:14][C:15]3[N:16]=[CH:17][C:18]([C:19]([N:25]4[CH2:30][CH2:29][S:28](=[O:32])(=[O:31])[CH2:27][CH2:26]4)=[O:21])=[CH:22][CH:23]=3)=[C:11]([CH3:24])[O:10][N:9]=2)[CH:5]=[CH:6][CH:7]=1. (5) The product is: [CH2:46]([N:50]1[N:54]=[C:53]([CH3:55])[S:52]/[C:51]/1=[CH:56]\[C:4]([C:3]1[CH:7]=[CH:8][CH:9]=[C:10]([CH3:11])[C:2]=1[CH3:1])=[O:6])[CH2:47][CH2:48][CH3:49]. Given the reactants [CH3:1][C:2]1[C:10]([CH3:11])=[CH:9][CH:8]=[CH:7][C:3]=1[C:4]([OH:6])=O.CN(C(ON1N=NC2C=CC=NC1=2)=[N+](C)C)C.F[P-](F)(F)(F)(F)F.CCN(C(C)C)C(C)C.[I-].[CH2:46]([N+:50]1[N:54]=[C:53]([CH3:55])[S:52][C:51]=1[CH3:56])[CH2:47][CH2:48][CH3:49], predict the reaction product. (6) Given the reactants [NH:1]1[C:9]2[C:4](=[CH:5][CH:6]=[CH:7][CH:8]=2)[CH:3]=[C:2]1[C:10]([O:12][CH2:13][CH3:14])=[O:11].[H-].[Na+].I[CH3:18], predict the reaction product. The product is: [CH3:18][N:1]1[C:9]2[C:4](=[CH:5][CH:6]=[CH:7][CH:8]=2)[CH:3]=[C:2]1[C:10]([O:12][CH2:13][CH3:14])=[O:11]. (7) Given the reactants C1(COC2N=C(C(O)=O)C=CC=2C2CCOC2)CC1.[CH:20]1([CH2:23][O:24][C:25]2[N:30]=[C:29]([C:31]([OH:33])=O)[CH:28]=[CH:27][C:26]=2[CH:34]2[CH2:38][CH2:37][CH2:36][O:35]2)[CH2:22][CH2:21]1.[CH3:39][C:40]([CH3:48])([C:42]1[N:46]=[C:45]([CH3:47])[O:44][N:43]=1)[NH2:41], predict the reaction product. The product is: [CH3:39][C:40]([NH:41][C:31]([C:29]1[CH:28]=[CH:27][C:26]([CH:34]2[CH2:38][CH2:37][CH2:36][O:35]2)=[C:25]([O:24][CH2:23][CH:20]2[CH2:21][CH2:22]2)[N:30]=1)=[O:33])([C:42]1[N:46]=[C:45]([CH3:47])[O:44][N:43]=1)[CH3:48]. (8) Given the reactants [CH3:1][O:2][C:3](=[O:33])[C@@H:4]([NH:23][C@H:24]([C:27]1[CH:32]=[CH:31][CH:30]=[CH:29][CH:28]=1)[CH2:25][CH3:26])[CH2:5][C:6]1[CH:22]=[CH:21][C:9]2[O:10][C@@H:11]([C:14]3[CH:19]=[CH:18][C:17]([OH:20])=[CH:16][CH:15]=3)[CH2:12][O:13][C:8]=2[CH:7]=1.N1C=CC=CC=1.[C:40](OC(=O)C)(=[O:42])[CH3:41], predict the reaction product. The product is: [CH3:1][O:2][C:3](=[O:33])[C@@H:4]([NH:23][C@H:24]([C:27]1[CH:28]=[CH:29][CH:30]=[CH:31][CH:32]=1)[CH2:25][CH3:26])[CH2:5][C:6]1[CH:22]=[CH:21][C:9]2[O:10][C@@H:11]([C:14]3[CH:15]=[CH:16][C:17]([O:20][C:40](=[O:42])[CH3:41])=[CH:18][CH:19]=3)[CH2:12][O:13][C:8]=2[CH:7]=1.